From a dataset of Full USPTO retrosynthesis dataset with 1.9M reactions from patents (1976-2016). Predict the reactants needed to synthesize the given product. (1) Given the product [C:3]1([CH2:2][N:13]2[CH2:18][CH2:17][NH:16][CH2:15][CH2:14]2)[C:12]2[C:7](=[CH:8][CH:9]=[CH:10][CH:11]=2)[CH:6]=[CH:5][CH:4]=1, predict the reactants needed to synthesize it. The reactants are: Cl[CH2:2][C:3]1[C:12]2[C:7](=[CH:8][CH:9]=[CH:10][CH:11]=2)[CH:6]=[CH:5][CH:4]=1.[NH:13]1[CH2:18][CH2:17][NH:16][CH2:15][CH2:14]1. (2) Given the product [CH2:42]([O:41][C:39](=[O:40])[CH2:38][CH2:37][N:10]1[CH:11]=[C:12]([C:13]2[CH:18]=[CH:17][C:16]([F:19])=[CH:15][CH:14]=2)[N:8]([C:5]2[CH:4]=[CH:3][C:2]([Cl:1])=[CH:7][CH:6]=2)[C:9]1=[S:20])[CH3:43], predict the reactants needed to synthesize it. The reactants are: [Cl:1][C:2]1[CH:7]=[CH:6][C:5]([N:8]2[C:12]([C:13]3[CH:18]=[CH:17][C:16]([F:19])=[CH:15][CH:14]=3)=[CH:11][N:10]=[C:9]2[SH:20])=[CH:4][CH:3]=1.C[Si]([N-][Si](C)(C)C)(C)C.[Li+].C1COCC1.Br[CH2:37][CH2:38][C:39]([O:41][CH2:42][CH3:43])=[O:40]. (3) The reactants are: [NH2:1][C:2]1[NH:3][C:4](=O)[C:5]2[C:10]3[CH2:11][CH2:12][CH2:13][CH2:14][C:9]=3[S:8][C:6]=2[N:7]=1.O=P(Cl)(Cl)[Cl:18].C(Cl)(Cl)Cl. Given the product [Cl:18][C:4]1[C:5]2[C:10]3[CH2:11][CH2:12][CH2:13][CH2:14][C:9]=3[S:8][C:6]=2[N:7]=[C:2]([NH2:1])[N:3]=1, predict the reactants needed to synthesize it.